Dataset: Full USPTO retrosynthesis dataset with 1.9M reactions from patents (1976-2016). Task: Predict the reactants needed to synthesize the given product. (1) Given the product [C:1]([O:8][CH2:9][C:10]1([CH3:22])[CH2:14][N:13]([C:15]2[CH:20]=[CH:19][CH:18]=[CH:17][CH:16]=2)[N:12]([C:32]([Cl:34])=[O:33])[C:11]1=[O:21])(=[O:7])[CH2:2][CH2:3][CH2:4][CH2:5][CH3:6], predict the reactants needed to synthesize it. The reactants are: [C:1]([O:8][CH2:9][C:10]1([CH3:22])[CH2:14][N:13]([C:15]2[CH:20]=[CH:19][CH:18]=[CH:17][CH:16]=2)[NH:12][C:11]1=[O:21])(=[O:7])[CH2:2][CH2:3][CH2:4][CH2:5][CH3:6].C(N(CC)C(C)C)(C)C.[C:32](Cl)([Cl:34])=[O:33].C1(C)C=CC=CC=1.Cl. (2) Given the product [CH:1]1([S:4]([N:7]2[CH2:12][CH:11]=[C:10]([C:13]3[C:14]4[O:21][C:20](/[CH:22]=[C:24]5/[C:25](=[O:26])[NH:27][C:28](=[O:29])[S:30]/5)=[CH:19][C:15]=4[CH:16]=[N:17][CH:18]=3)[CH2:9][CH2:8]2)(=[O:5])=[O:6])[CH2:2][CH2:3]1, predict the reactants needed to synthesize it. The reactants are: [CH:1]1([S:4]([N:7]2[CH2:12][CH:11]=[C:10]([C:13]3[C:14]4[O:21][C:20]([CH:22]=O)=[CH:19][C:15]=4[CH:16]=[N:17][CH:18]=3)[CH2:9][CH2:8]2)(=[O:6])=[O:5])[CH2:3][CH2:2]1.[CH2:24]1[S:30][C:28](=[O:29])[NH:27][C:25]1=[O:26].NCCC(O)=O. (3) Given the product [Br:15][CH2:1][C:2]1[CH:7]=[CH:6][CH:5]=[CH:4][C:3]=1[N:8]1[C:12](=[O:13])[N:11]([CH3:14])[N:10]=[N:9]1, predict the reactants needed to synthesize it. The reactants are: [CH3:1][C:2]1[CH:7]=[CH:6][CH:5]=[CH:4][C:3]=1[N:8]1[C:12](=[O:13])[N:11]([CH3:14])[N:10]=[N:9]1.[Br:15]N1C(=O)CCC1=O. (4) Given the product [CH2:20]([N:2]1[CH:3]=[CH:4][C:5]([C:6]2[CH:15]=[CH:14][C:13]3[C:8](=[CH:9][CH:10]=[C:11]([CH:16]=[O:17])[CH:12]=3)[N:7]=2)=[N:1]1)[CH3:21], predict the reactants needed to synthesize it. The reactants are: [NH:1]1[C:5]([C:6]2[CH:15]=[CH:14][C:13]3[C:8](=[CH:9][CH:10]=[C:11]([CH2:16][OH:17])[CH:12]=3)[N:7]=2)=[CH:4][CH:3]=[N:2]1.C[N+]1([O-])CCO[CH2:21][CH2:20]1.